Task: Predict which catalyst facilitates the given reaction.. Dataset: Catalyst prediction with 721,799 reactions and 888 catalyst types from USPTO Reactant: Cl.[CH3:2][C:3]1[CH:18]=[CH:17][C:6]2[NH:7][C:8]3[CH:16]=[CH:15][CH:14]=[CH:13][C:9]=3[N:10]=[C:11]([NH2:12])[C:5]=2[CH:4]=1.[CH2:19]([C@H:27]1[CH2:32]N[CH2:30][CH2:29][NH:28]1)[CH2:20][C:21]1[CH:26]=[CH:25][CH:24]=[CH:23][CH:22]=1.C(N(CC)C(C)C)(C)C.CS(C)=O. Product: [CH3:2][C:3]1[CH:18]=[CH:17][C:6]2[NH:7][C:8]3[CH:16]=[CH:15][CH:14]=[CH:13][C:9]=3[N:10]=[C:11]([N:12]3[CH2:30][CH2:29][NH:28][C@@H:27]([CH2:19][CH2:20][C:21]4[CH:22]=[CH:23][CH:24]=[CH:25][CH:26]=4)[CH2:32]3)[C:5]=2[CH:4]=1. The catalyst class is: 802.